From a dataset of Full USPTO retrosynthesis dataset with 1.9M reactions from patents (1976-2016). Predict the reactants needed to synthesize the given product. Given the product [CH2:14]([N:1]1[C:9]2[C:4](=[CH:5][CH:6]=[CH:7][CH:8]=2)[CH:3]=[CH:2]1)[C:15]1[CH:20]=[CH:19][CH:18]=[CH:17][CH:16]=1, predict the reactants needed to synthesize it. The reactants are: [NH:1]1[C:9]2[C:4](=[CH:5][CH:6]=[CH:7][CH:8]=2)[CH:3]=[CH:2]1.C(O[CH2:14][C:15]1[CH:20]=[CH:19][CH:18]=[CH:17][CH:16]=1)(=O)C(O[CH2:14][C:15]1[CH:20]=[CH:19][CH:18]=[CH:17][CH:16]=1)=O.CC(C)([O-])C.[K+].